This data is from Full USPTO retrosynthesis dataset with 1.9M reactions from patents (1976-2016). The task is: Predict the reactants needed to synthesize the given product. (1) Given the product [Cl:1][C:2]1[N:7]=[C:6]([NH:11][CH3:10])[C:5]([C:20]2[S:21][CH:22]=[CH:23][CH:24]=2)=[CH:4][N:3]=1, predict the reactants needed to synthesize it. The reactants are: [Cl:1][C:2]1[N:7]=[C:6](Cl)[C:5](I)=[CH:4][N:3]=1.[CH3:10][NH2:11].CC1(C)C(C)(C)OB([C:20]2[S:21][CH:22]=[CH:23][CH:24]=2)O1. (2) The reactants are: Cl[C:2]1[S:3][C:4]([C:7]([NH2:9])=[O:8])=[CH:5][N:6]=1.[OH:10][C:11]1[CH:18]=[CH:17][C:14]([CH:15]=[O:16])=[CH:13][CH:12]=1.C([O-])([O-])=O.[K+].[K+]. Given the product [CH:15]([C:14]1[CH:17]=[CH:18][C:11]([O:10][C:2]2[S:3][C:4]([C:7]([NH2:9])=[O:8])=[CH:5][N:6]=2)=[CH:12][CH:13]=1)=[O:16], predict the reactants needed to synthesize it. (3) Given the product [F:18][C:17]1[C:12]([NH:11][CH2:5][C:4]2[CH:28]=[N:27][CH:7]=[CH:8][CH:3]=2)=[N:13][C:14]([NH:19][C:20]2[CH:25]=[CH:24][CH:23]=[C:22]([OH:26])[CH:21]=2)=[N:15][CH:16]=1, predict the reactants needed to synthesize it. The reactants are: C1CO[C:8]2[CH:7]=C[C:5]([NH:11][C:12]3[C:17]([F:18])=[CH:16][N:15]=[C:14]([NH:19][C:20]4[CH:25]=[CH:24][CH:23]=[C:22]([OH:26])[CH:21]=4)[N:13]=3)=[CH:4][C:3]=2O1.[N:27]1C=CC=C(CN)[CH:28]=1.ClC1N=C(Cl)C(F)=CN=1.ClC1N=C(NCC2C=NC=CC=2)C(F)=CN=1.N1C=CC(N)=NC=1.NC1C=C(O)C=CC=1. (4) Given the product [CH3:1][O:2][C:3]1[CH:4]=[CH:5][C:6]2[NH:12][C:11](=[O:13])[N:10]([CH:14]3[CH2:19][CH2:18][N:17]([C:22]4[CH:23]=[C:24]([O:28][C:29]5[CH:30]=[C:31]([CH3:38])[C:32]6[N:36]=[CH:35][NH:34][C:33]=6[CH:37]=5)[N:25]=[CH:26][N:27]=4)[CH2:16][CH2:15]3)[CH2:9][CH2:8][C:7]=2[CH:20]=1, predict the reactants needed to synthesize it. The reactants are: [CH3:1][O:2][C:3]1[CH:4]=[CH:5][C:6]2[NH:12][C:11](=[O:13])[N:10]([CH:14]3[CH2:19][CH2:18][NH:17][CH2:16][CH2:15]3)[CH2:9][CH2:8][C:7]=2[CH:20]=1.Cl[C:22]1[N:27]=[CH:26][N:25]=[C:24]([O:28][C:29]2[CH:30]=[C:31]([CH3:38])[C:32]3[N:36]=[CH:35][NH:34][C:33]=3[CH:37]=2)[CH:23]=1.CCN(C(C)C)C(C)C. (5) Given the product [CH:29]1([CH2:28][CH2:27][CH2:26][C@@H:17]([C:15]2[O:14][N:13]=[C:2]([CH:3]3[CH2:8][CH2:7][N:6]([S:9]([CH3:12])(=[O:11])=[O:10])[CH2:5][CH2:4]3)[N:1]=2)[CH2:18][C:19]([O:21][C:22]([CH3:25])([CH3:24])[CH3:23])=[O:20])[CH2:34][CH2:33][CH2:32][CH2:31][CH2:30]1, predict the reactants needed to synthesize it. The reactants are: [NH2:1]/[C:2](=[N:13]\[O:14][C:15]([C@H:17]([CH2:26][CH2:27][CH2:28][CH:29]1[CH2:34][CH2:33][CH2:32][CH2:31][CH2:30]1)[CH2:18][C:19]([O:21][C:22]([CH3:25])([CH3:24])[CH3:23])=[O:20])=O)/[CH:3]1[CH2:8][CH2:7][N:6]([S:9]([CH3:12])(=[O:11])=[O:10])[CH2:5][CH2:4]1.N1C=CC=CC=1. (6) The reactants are: [H-].[Na+].[Cl:3][C:4]([Cl:9])([Cl:8])[CH:5]([OH:7])[CH3:6].Cl[C:11]1[CH:16]=[C:15](Cl)[N:14]=[CH:13][N:12]=1.[CH2:18]([OH:22])[C:19]#[C:20][CH3:21].[Cl-].[NH4+]. Given the product [CH2:18]([O:22][C:11]1[CH:16]=[C:15]([O:7][CH:5]([CH3:6])[C:4]([Cl:9])([Cl:8])[Cl:3])[N:14]=[CH:13][N:12]=1)[C:19]#[C:20][CH3:21], predict the reactants needed to synthesize it. (7) The reactants are: [CH2:1]([O:3][C:4](=[O:17])[C:5]1[CH:10]=[C:9]([S:11][CH2:12][C:13](=O)[CH3:14])[CH:8]=[C:7]([CH3:16])[CH:6]=1)[CH3:2].Cl.[Cl:19][C:20]1[CH:21]=[C:22]([NH:26]N)[CH:23]=[CH:24][CH:25]=1. Given the product [CH2:1]([O:3][C:4](=[O:17])[C:5]1[CH:6]=[C:7]([CH3:16])[CH:8]=[C:9]([S:11][C:12]2[C:23]3[C:22](=[CH:21][C:20]([Cl:19])=[CH:25][CH:24]=3)[NH:26][C:13]=2[CH3:14])[CH:10]=1)[CH3:2], predict the reactants needed to synthesize it.